Dataset: Peptide-MHC class I binding affinity with 185,985 pairs from IEDB/IMGT. Task: Regression. Given a peptide amino acid sequence and an MHC pseudo amino acid sequence, predict their binding affinity value. This is MHC class I binding data. (1) The peptide sequence is TLNHVLALK. The MHC is HLA-A02:02 with pseudo-sequence HLA-A02:02. The binding affinity (normalized) is 0. (2) The binding affinity (normalized) is 0.0847. The MHC is HLA-A23:01 with pseudo-sequence HLA-A23:01. The peptide sequence is LTAPCDIYV. (3) The peptide sequence is LLGQNTPAI. The MHC is HLA-A02:06 with pseudo-sequence HLA-A02:06. The binding affinity (normalized) is 1.00. (4) The peptide sequence is SYLKGSSGGPL. The MHC is Patr-A0901 with pseudo-sequence Patr-A0901. The binding affinity (normalized) is 0.570. (5) The peptide sequence is FRAAVRAHF. The MHC is HLA-A26:01 with pseudo-sequence HLA-A26:01. The binding affinity (normalized) is 0.0847. (6) The peptide sequence is RPQGSGVYM. The MHC is H-2-Ld with pseudo-sequence H-2-Ld. The binding affinity (normalized) is 0.661. (7) The peptide sequence is PSTVKTNLY. The MHC is HLA-A33:01 with pseudo-sequence HLA-A33:01. The binding affinity (normalized) is 0.241. (8) The peptide sequence is CRTAFKPVL. The MHC is HLA-A03:01 with pseudo-sequence HLA-A03:01. The binding affinity (normalized) is 0.0847. (9) The peptide sequence is ATAGLTHM. The MHC is Mamu-A02 with pseudo-sequence Mamu-A02. The binding affinity (normalized) is 0.683. (10) The peptide sequence is ALRDGRLQL. The MHC is HLA-B51:01 with pseudo-sequence HLA-B51:01. The binding affinity (normalized) is 0.0847.